Predict the reaction yield, written as a fraction of the theoretical maximum amount of product (1.0 means a 100% yield; for example, 0.34 means a 34% yield). From a dataset of Reaction yield outcomes from USPTO patents with 853,638 reactions. The reactants are [CH2:1]([O:8][C:9]([NH:11]/[C:12](=[CH:17]\[C:18]1[C:23]([NH:24][C:25]([O:27][C:28]([CH3:31])([CH3:30])[CH3:29])=[O:26])=[CH:22][CH:21]=[C:20]([C:32]2[CH:37]=[CH:36][CH:35]=[CH:34][CH:33]=2)[N:19]=1)/[C:13]([O:15][CH3:16])=[O:14])=[O:10])[C:2]1[CH:7]=[CH:6][CH:5]=[CH:4][CH:3]=1. The catalyst is [Pt].C1COCC1.CO. The product is [CH2:1]([O:8][C:9]([NH:11][CH:12]([CH2:17][C:18]1[C:23]([NH:24][C:25]([O:27][C:28]([CH3:30])([CH3:31])[CH3:29])=[O:26])=[CH:22][CH:21]=[C:20]([C:32]2[CH:33]=[CH:34][CH:35]=[CH:36][CH:37]=2)[N:19]=1)[C:13]([O:15][CH3:16])=[O:14])=[O:10])[C:2]1[CH:7]=[CH:6][CH:5]=[CH:4][CH:3]=1. The yield is 0.170.